From a dataset of Catalyst prediction with 721,799 reactions and 888 catalyst types from USPTO. Predict which catalyst facilitates the given reaction. Reactant: C[Si](I)(C)C.[CH3:6][N:7]1[C:13](=[O:14])[CH:12]([NH:15]C(=O)OC)[CH2:11][C:10]2[CH:20]=[CH:21][CH:22]=[CH:23][C:9]=2[CH2:8]1.C(OCC)(=O)C. Product: [NH2:15][CH:12]1[CH2:11][C:10]2[CH:20]=[CH:21][CH:22]=[CH:23][C:9]=2[CH2:8][N:7]([CH3:6])[C:13]1=[O:14]. The catalyst class is: 4.